This data is from Full USPTO retrosynthesis dataset with 1.9M reactions from patents (1976-2016). The task is: Predict the reactants needed to synthesize the given product. (1) Given the product [CH2:1]([C:9]1[C:10]([C:18]2[CH:19]=[CH:20][C:21]([OH:24])=[CH:22][CH:23]=2)=[CH:11][N:12]2[C:17]=1[CH:16]=[CH:15][CH:14]=[CH:13]2)[CH2:2][C:3]1[CH:4]=[CH:5][CH:6]=[CH:7][CH:8]=1, predict the reactants needed to synthesize it. The reactants are: [CH2:1]([C:9]1[C:10]([C:18]2[CH:23]=[CH:22][C:21]([O:24]C)=[CH:20][CH:19]=2)=[CH:11][N:12]2[C:17]=1[CH:16]=[CH:15][CH:14]=[CH:13]2)[CH2:2][C:3]1[CH:8]=[CH:7][CH:6]=[CH:5][CH:4]=1.Br. (2) Given the product [C:11]([O:10][C:8]([NH:1][C:2]([CH3:7])([CH3:6])[C:3]([OH:5])=[O:4])=[O:9])([CH3:14])([CH3:13])[CH3:12], predict the reactants needed to synthesize it. The reactants are: [NH2:1][C:2]([CH3:7])([CH3:6])[C:3]([OH:5])=[O:4].[C:8](O[C:8]([O:10][C:11]([CH3:14])([CH3:13])[CH3:12])=[O:9])([O:10][C:11]([CH3:14])([CH3:13])[CH3:12])=[O:9]. (3) Given the product [CH2:1]([C@H:3]1[CH2:8][CH2:7][CH2:6][CH2:5][N:4]1[C:10]1[CH:17]=[CH:16][C:13]([C:14]#[N:15])=[C:12]([C:18]([F:19])([F:21])[F:20])[CH:11]=1)[CH3:2], predict the reactants needed to synthesize it. The reactants are: [CH2:1]([CH:3]1[CH2:8][CH2:7][CH2:6][CH2:5][NH:4]1)[CH3:2].F[C:10]1[CH:17]=[CH:16][C:13]([C:14]#[N:15])=[C:12]([C:18]([F:21])([F:20])[F:19])[CH:11]=1.C(N)CN. (4) Given the product [Cl:1][C:2]1[CH:3]=[C:4]([CH:12]=[CH:13][C:14]=1[CH:15]1[CH2:20][CH2:19][CH2:18][CH:17]([OH:21])[CH2:16]1)[C:5]([O:7][C:8]([CH3:11])([CH3:10])[CH3:9])=[O:6], predict the reactants needed to synthesize it. The reactants are: [Cl:1][C:2]1[CH:3]=[C:4]([CH:12]=[CH:13][C:14]=1[CH:15]1[CH2:20][CH2:19][CH2:18][C:17](=[O:21])[CH2:16]1)[C:5]([O:7][C:8]([CH3:11])([CH3:10])[CH3:9])=[O:6].[Na].[Cl-].[NH4+]. (5) The reactants are: [C:1](Cl)(=[O:7])/[CH:2]=[CH:3]/[CH:4]=[CH:5]/[CH3:6].[CH2:9]([OH:27])[CH2:10][CH2:11][CH2:12][CH2:13][CH2:14][CH2:15][CH2:16][CH2:17][CH2:18][CH2:19][CH2:20][CH2:21][CH2:22][CH2:23][CH2:24][CH2:25][CH3:26].C(Cl)(Cl)Cl. Given the product [C:1]([O:27][CH2:9][CH2:10][CH2:11][CH2:12][CH2:13][CH2:14][CH2:15][CH2:16][CH2:17][CH2:18][CH2:19][CH2:20][CH2:21][CH2:22][CH2:23][CH2:24][CH2:25][CH3:26])(=[O:7])/[CH:2]=[CH:3]/[CH:4]=[CH:5]/[CH3:6], predict the reactants needed to synthesize it. (6) Given the product [CH2:10]([S:12][C:13]1[CH:18]=[C:17]([C:2]2[CH:8]=[CH:7][C:5]([NH2:6])=[CH:4][C:3]=2[F:9])[CH:16]=[CH:15][CH:14]=1)[CH3:11], predict the reactants needed to synthesize it. The reactants are: Br[C:2]1[CH:8]=[CH:7][C:5]([NH2:6])=[CH:4][C:3]=1[F:9].[CH2:10]([S:12][C:13]1[CH:14]=[C:15](B(O)O)[CH:16]=[CH:17][CH:18]=1)[CH3:11]. (7) Given the product [CH3:15][N:10]1[C:11]([CH3:14])([CH3:13])[CH2:12][N:8]([C:5]2[CH:6]=[N:7][C:2]([C:24]#[C:23][C:17]3[CH:22]=[CH:21][CH:20]=[CH:19][CH:18]=3)=[CH:3][CH:4]=2)[C:9]1=[O:16], predict the reactants needed to synthesize it. The reactants are: Br[C:2]1[N:7]=[CH:6][C:5]([N:8]2[CH2:12][C:11]([CH3:14])([CH3:13])[N:10]([CH3:15])[C:9]2=[O:16])=[CH:4][CH:3]=1.[C:17]1([C:23]#[CH:24])[CH:22]=[CH:21][CH:20]=[CH:19][CH:18]=1.C(N(CC)CC)C. (8) Given the product [O:10]1[CH2:11][CH2:12][CH2:13][CH2:14][C:8]2[CH:7]=[CH:6][CH:5]=[C:4]([NH2:1])[C:9]1=2, predict the reactants needed to synthesize it. The reactants are: [N+:1]([C:4]1[C:9]2[O:10][CH2:11][CH:12]=[CH:13][CH2:14][C:8]=2[CH:7]=[CH:6][CH:5]=1)([O-])=O.CO.[H][H].